From a dataset of Peptide-MHC class I binding affinity with 185,985 pairs from IEDB/IMGT. Regression. Given a peptide amino acid sequence and an MHC pseudo amino acid sequence, predict their binding affinity value. This is MHC class I binding data. (1) The peptide sequence is RPLLARMPE. The MHC is HLA-A24:03 with pseudo-sequence HLA-A24:03. The binding affinity (normalized) is 0.0847. (2) The peptide sequence is YTFEPHYFY. The binding affinity (normalized) is 0.213. The MHC is HLA-C04:01 with pseudo-sequence HLA-C04:01.